This data is from Retrosynthesis with 50K atom-mapped reactions and 10 reaction types from USPTO. The task is: Predict the reactants needed to synthesize the given product. (1) Given the product COc1cc(N2CCN(C)CC2)ccc1Nc1nc(Cc2c(Cl)cccc2Cl)cc2cc[nH]c(=O)c12, predict the reactants needed to synthesize it. The reactants are: COc1cc(N2CCN(C)CC2)ccc1Nc1nc(Cl)cc2cc[nH]c(=O)c12.Clc1cccc(Cl)c1C[Zn+]. (2) Given the product C[C@@H](CN1CC(O)C1)N(C)C(=O)c1ccc(Br)cc1, predict the reactants needed to synthesize it. The reactants are: CN[C@@H](C)CN1CC(O)C1.O=C(O)c1ccc(Br)cc1. (3) The reactants are: CC(C)CI.Oc1ccccc1Br. Given the product CC(C)COc1ccccc1Br, predict the reactants needed to synthesize it. (4) Given the product O=c1oc(=O)n(Cc2ccccn2)c2ccccc12, predict the reactants needed to synthesize it. The reactants are: ClCc1ccccn1.O=c1[nH]c2ccccc2c(=O)o1. (5) Given the product O=C(O)c1cc(OCc2ccccc2F)cc([N+](=O)[O-])c1, predict the reactants needed to synthesize it. The reactants are: COC(=O)c1cc(OCc2ccccc2F)cc([N+](=O)[O-])c1. (6) Given the product COc1ccc2c(c1)CCn1c-2cc(NCCO)nc1=O, predict the reactants needed to synthesize it. The reactants are: COc1ccc2c(c1)CCn1c-2cc(Cl)nc1=O.NCCO. (7) Given the product CC(C)(O)COc1ccc(Oc2ccc(Cl)cc2)cc1, predict the reactants needed to synthesize it. The reactants are: CC(C)(O)CCl.Oc1ccc(Oc2ccc(Cl)cc2)cc1. (8) Given the product NC(=O)c1ccc2cncc(-c3cc(F)c(F)c(F)c3)c2n1, predict the reactants needed to synthesize it. The reactants are: NC(=O)c1ccc2cncc(Br)c2n1.OB(O)c1cc(F)c(F)c(F)c1. (9) Given the product CCOC(=O)N1CCC(NC(=O)OC(C)(C)C)c2ccccc21, predict the reactants needed to synthesize it. The reactants are: CC(C)(C)OC(=O)NC1CCNc2ccccc21.CCOC(=O)Cl. (10) Given the product CCOC(=O)c1ccc(C#Cc2ccc(C3(N(Cc4ccccc4)Cc4ccccc4)CC3)cc2)cc1, predict the reactants needed to synthesize it. The reactants are: C#Cc1ccc(C2(N(Cc3ccccc3)Cc3ccccc3)CC2)cc1.CCOC(=O)c1ccc(I)cc1.